From a dataset of Forward reaction prediction with 1.9M reactions from USPTO patents (1976-2016). Predict the product of the given reaction. (1) Given the reactants [C:1]1([P:7](Cl)([C:9]2[CH:14]=[CH:13][CH:12]=[CH:11][CH:10]=2)=[O:8])[CH:6]=[CH:5][CH:4]=[CH:3][CH:2]=1.Cl.Cl.[NH:18]1[CH2:23][CH2:22][CH:21]([CH2:24][CH2:25][CH2:26][CH2:27][NH:28][C:29](=[O:38])[CH:30]=[CH:31][C:32]2[CH:33]=[N:34][CH:35]=[CH:36][CH:37]=2)[CH2:20][CH2:19]1.C1(N)C(F)=C(F)C(F)=C(N)C=1F.Cl.Cl, predict the reaction product. The product is: [C:1]1([P:7]([C:9]2[CH:14]=[CH:13][CH:12]=[CH:11][CH:10]=2)([N:18]2[CH2:23][CH2:22][CH:21]([CH2:24][CH2:25][CH2:26][CH2:27][NH:28][C:29](=[O:38])[CH:30]=[CH:31][C:32]3[CH:33]=[N:34][CH:35]=[CH:36][CH:37]=3)[CH2:20][CH2:19]2)=[O:8])[CH:6]=[CH:5][CH:4]=[CH:3][CH:2]=1. (2) Given the reactants [C:1]([C:3]1[C:4]([CH2:18][N:19]2[C:28](=[O:29])[C:27]3[C:22](=[CH:23][CH:24]=[CH:25][CH:26]=3)[N:21]=[CH:20]2)=[C:5]([C:14]([O:16]C)=[O:15])[S:6][C:7]=1[N:8]1[CH2:13][CH2:12][O:11][CH2:10][CH2:9]1)#[N:2].CO.[OH-].[Na+:33], predict the reaction product. The product is: [Na+:33].[C:1]([C:3]1[C:4]([CH2:18][N:19]2[C:28](=[O:29])[C:27]3[C:22](=[CH:23][CH:24]=[CH:25][CH:26]=3)[N:21]=[CH:20]2)=[C:5]([C:14]([O-:16])=[O:15])[S:6][C:7]=1[N:8]1[CH2:13][CH2:12][O:11][CH2:10][CH2:9]1)#[N:2].